Task: Binary Classification. Given a drug SMILES string, predict its activity (active/inactive) in a high-throughput screening assay against a specified biological target.. Dataset: Kir2.1 potassium channel HTS with 301,493 compounds (1) The molecule is O=c1n(N)c(Nc2cc(ccc2)C)nnc1C. The result is 0 (inactive). (2) The molecule is Clc1cc(NC(=S)NCc2occc2)ccc1. The result is 0 (inactive). (3) The drug is S1(=O)(=O)N(CC2ON=C(C2)c2ccccc2)C(=O)c2c1cccc2. The result is 0 (inactive). (4) The molecule is n1(c(nc2c1cccc2)C1CC1)CCc1ccccc1. The result is 1 (active). (5) The drug is O(C(=O)c1c(n(c(c1)C)c1cc(OC)c(OC)cc1)C)CC. The result is 0 (inactive). (6) The drug is O=C(NCCCN(CC)CC)Cn1nc2CCC(Cc2c1)C. The result is 0 (inactive).